Task: Predict the product of the given reaction.. Dataset: Forward reaction prediction with 1.9M reactions from USPTO patents (1976-2016) (1) Given the reactants Br[C:2]1[CH:3]=[C:4]([CH:16]=[C:17]([C:19]([N:21]2[CH2:25][CH2:24][CH2:23][CH2:22]2)=[O:20])[CH:18]=1)[C:5]([NH:7][CH2:8][C:9]1[CH:10]=[N:11][C:12]([CH3:15])=[N:13][CH:14]=1)=[O:6].[CH3:26][C:27]1[CH:28]=[CH:29][C:30]([Sn](CCCC)(CCCC)CCCC)=[N:31][CH:32]=1.C1(C)C=CC=CC=1, predict the reaction product. The product is: [CH3:26][C:27]1[CH:28]=[CH:29][C:30]([C:2]2[CH:3]=[C:4]([CH:16]=[C:17]([C:19]([N:21]3[CH2:25][CH2:24][CH2:23][CH2:22]3)=[O:20])[CH:18]=2)[C:5]([NH:7][CH2:8][C:9]2[CH:10]=[N:11][C:12]([CH3:15])=[N:13][CH:14]=2)=[O:6])=[N:31][CH:32]=1. (2) Given the reactants [CH3:1][N:2]1[CH:6]=[C:5]([CH:7]=[O:8])[N:4]=[C:3]1[C:9]1[S:10][CH:11]=[CH:12][N:13]=1.[Mg+2].[Br-].[Br-].[N+:17]([C:20]1[CH:38]=[CH:37][C:23]([CH2:24][O:25][C:26]([C:28]2[N:29]3[C@H:32]([S:33][CH:34]=2)[C@@H:31]([Br:35])[C:30]3=[O:36])=[O:27])=[CH:22][CH:21]=1)([O-:19])=[O:18].[C:39](OC(=O)C)(=[O:41])[CH3:40], predict the reaction product. The product is: [N+:17]([C:20]1[CH:38]=[CH:37][C:23]([CH2:24][O:25][C:26]([C:28]2[N:29]3[C@H:32]([S:33][CH:34]=2)[C:31]([CH:7]([O:8][C:39](=[O:41])[CH3:40])[C:5]2[N:4]=[C:3]([C:9]4[S:10][CH:11]=[CH:12][N:13]=4)[N:2]([CH3:1])[CH:6]=2)([Br:35])[C:30]3=[O:36])=[O:27])=[CH:22][CH:21]=1)([O-:19])=[O:18].